From a dataset of Reaction yield outcomes from USPTO patents with 853,638 reactions. Predict the reaction yield, written as a fraction of the theoretical maximum amount of product (1.0 means a 100% yield; for example, 0.34 means a 34% yield). (1) The reactants are [NH2:1][C:2]1[CH:3]=[C:4]([OH:8])[CH:5]=[CH:6][CH:7]=1.[CH3:9][C:10]([O:13][C:14](O[C:14]([O:13][C:10]([CH3:12])([CH3:11])[CH3:9])=[O:15])=[O:15])([CH3:12])[CH3:11].CCOC(C)=O. The catalyst is C1COCC1. The product is [OH:8][C:4]1[CH:3]=[C:2]([NH:1][C:14](=[O:15])[O:13][C:10]([CH3:12])([CH3:11])[CH3:9])[CH:7]=[CH:6][CH:5]=1. The yield is 0.830. (2) The yield is 0.790. The product is [F:16][C:14]1[CH:15]=[C:2]([B:18]2[O:22][C:21]([CH3:24])([CH3:23])[C:20]([CH3:26])([CH3:25])[O:19]2)[CH:3]=[C:4]([F:17])[C:5]=1[O:6][CH2:7][C:8]1([CH2:11][C:12]#[N:13])[CH2:10][CH2:9]1. The reactants are Br[C:2]1[CH:15]=[C:14]([F:16])[C:5]([O:6][CH2:7][C:8]2([CH2:11][C:12]#[N:13])[CH2:10][CH2:9]2)=[C:4]([F:17])[CH:3]=1.[B:18]1([B:18]2[O:22][C:21]([CH3:24])([CH3:23])[C:20]([CH3:26])([CH3:25])[O:19]2)[O:22][C:21]([CH3:24])([CH3:23])[C:20]([CH3:26])([CH3:25])[O:19]1.C([O-])(=O)C.[K+].N#N. The catalyst is O1CCOCC1.C1C=CC(P(C2C=CC=CC=2)[C-]2C=CC=C2)=CC=1.C1C=CC(P(C2C=CC=CC=2)[C-]2C=CC=C2)=CC=1.[Fe+2]. (3) The reactants are [NH2:1][CH2:2][C:3]1[CH:12]=[CH:11][CH:10]=[CH:9][C:4]=1[CH2:5][N:6]([CH3:8])[CH3:7].Br[C:14]1[CH:23]=[N:22][CH:21]=[CH:20][C:15]=1[C:16]([O:18][CH3:19])=[O:17]. No catalyst specified. The product is [CH3:7][N:6]([CH2:5][C:4]1[CH:9]=[CH:10][CH:11]=[CH:12][C:3]=1[CH2:2][NH:1][C:20]1[CH:21]=[N:22][CH:23]=[CH:14][C:15]=1[C:16]([O:18][CH3:19])=[O:17])[CH3:8]. The yield is 0.650. (4) The reactants are [CH3:1][CH:2]([CH3:6])[C:3](=[O:5])[CH3:4].C(O[CH:10](OCC)[N:11]([CH3:13])[CH3:12])C. No catalyst specified. The product is [CH3:10][N:11]([CH3:13])[CH:12]=[CH:4][C:3](=[O:5])[CH:2]([CH3:6])[CH3:1]. The yield is 0.800. (5) The reactants are [OH:1][CH2:2][CH2:3][CH2:4][N:5]1[C@@H:10]([CH3:11])[CH2:9][N:8]([C:12]([O:14][C:15]([CH3:18])([CH3:17])[CH3:16])=[O:13])[CH2:7][C@H:6]1[CH3:19].[CH3:20][S:21](Cl)(=[O:23])=[O:22]. The catalyst is C(Cl)Cl. The product is [CH3:11][C@H:10]1[N:5]([CH2:4][CH2:3][CH2:2][O:1][S:21]([CH3:20])(=[O:23])=[O:22])[C@@H:6]([CH3:19])[CH2:7][N:8]([C:12]([O:14][C:15]([CH3:17])([CH3:16])[CH3:18])=[O:13])[CH2:9]1. The yield is 0.800. (6) The reactants are [Cl:1][C:2]1[C:3]([O:12][C:13]2[CH:18]=[C:17]([O:19][CH2:20][CH2:21][O:22][CH3:23])[CH:16]=[CH:15][C:14]=2/[CH:24]=[C:25](\[CH3:31])/[C:26]([O:28]CC)=[O:27])=[N:4][CH:5]=[C:6]([C:8]([F:11])([F:10])[F:9])[CH:7]=1.[OH-].[Na+].Cl. The yield is 0.330. The catalyst is O1CCCC1.C(O)C.C1(C)C=CC=CC=1. The product is [Cl:1][C:2]1[C:3]([O:12][C:13]2[CH:18]=[C:17]([O:19][CH2:20][CH2:21][O:22][CH3:23])[CH:16]=[CH:15][C:14]=2/[CH:24]=[C:25](\[CH3:31])/[C:26]([OH:28])=[O:27])=[N:4][CH:5]=[C:6]([C:8]([F:9])([F:11])[F:10])[CH:7]=1. (7) No catalyst specified. The yield is 0.880. The product is [Cl:15][CH2:11][C:9]1[CH:8]=[CH:7][C:6]2[O:1][CH2:2][CH2:3][O:4][C:5]=2[CH:10]=1. The reactants are [O:1]1[C:6]2[CH:7]=[CH:8][C:9]([CH2:11]O)=[CH:10][C:5]=2[O:4][CH2:3][CH2:2]1.O=S(Cl)[Cl:15]. (8) The reactants are [N+:1]([C:4]1[C:5]([C:9]([OH:11])=[O:10])=[N:6][NH:7][CH:8]=1)([O-:3])=[O:2].S(Cl)(Cl)=O.[CH3:16]O. No catalyst specified. The product is [CH3:16][O:10][C:9]([C:5]1[C:4]([N+:1]([O-:3])=[O:2])=[CH:8][NH:7][N:6]=1)=[O:11]. The yield is 0.995. (9) The reactants are C([O:3][C:4]([C:6]1([C:9]2[CH:14]=[CH:13][CH:12]=[C:11]([O:15][CH2:16][CH2:17][CH2:18][N:19]([CH2:34][C:35]3[CH:40]=[CH:39][CH:38]=[C:37]([C:41]([F:44])([F:43])[F:42])[C:36]=3[Cl:45])[CH2:20][CH:21]([C:28]3[CH:33]=[CH:32][CH:31]=[CH:30][CH:29]=3)[C:22]3[CH:27]=[CH:26][CH:25]=[CH:24][CH:23]=3)[CH:10]=2)[CH2:8][CH2:7]1)=[O:5])C.[OH-].[Li+].O. The catalyst is C1COCC1.CO. The product is [ClH:45].[Cl:45][C:36]1[C:37]([C:41]([F:42])([F:43])[F:44])=[CH:38][CH:39]=[CH:40][C:35]=1[CH2:34][N:19]([CH2:20][CH:21]([C:22]1[CH:27]=[CH:26][CH:25]=[CH:24][CH:23]=1)[C:28]1[CH:29]=[CH:30][CH:31]=[CH:32][CH:33]=1)[CH2:18][CH2:17][CH2:16][O:15][C:11]1[CH:10]=[C:9]([C:6]2([C:4]([OH:5])=[O:3])[CH2:7][CH2:8]2)[CH:14]=[CH:13][CH:12]=1. The yield is 0.270.